From a dataset of Full USPTO retrosynthesis dataset with 1.9M reactions from patents (1976-2016). Predict the reactants needed to synthesize the given product. (1) Given the product [C:18]([C:15]1[CH:16]=[CH:17][C:12]([O:11][C:2]2[CH:7]=[CH:6][C:5]([N+:8]([O-:10])=[O:9])=[CH:4][CH:3]=2)=[CH:13][CH:14]=1)(=[O:20])[CH3:19], predict the reactants needed to synthesize it. The reactants are: F[C:2]1[CH:7]=[CH:6][C:5]([N+:8]([O-:10])=[O:9])=[CH:4][CH:3]=1.[OH:11][C:12]1[CH:17]=[CH:16][C:15]([C:18](=[O:20])[CH3:19])=[CH:14][CH:13]=1. (2) Given the product [N:24]1([C:30]2[N:35]=[CH:34][C:33]([NH:36][C:7]([C:6]3[C:5]4[CH:10]=[CH:11][C:12]([O:14][C:15]5[CH:20]=[CH:19][N:18]=[C:17]6[CH:21]=[CH:22][S:23][C:16]=56)=[CH:13][C:4]=4[O:3][C:2]=3[CH3:1])=[O:9])=[CH:32][CH:31]=2)[CH2:29][CH2:28][O:27][CH2:26][CH2:25]1, predict the reactants needed to synthesize it. The reactants are: [CH3:1][C:2]1[O:3][C:4]2[CH:13]=[C:12]([O:14][C:15]3[CH:20]=[CH:19][N:18]=[C:17]4[CH:21]=[CH:22][S:23][C:16]=34)[CH:11]=[CH:10][C:5]=2[C:6]=1[C:7]([OH:9])=O.[N:24]1([C:30]2[N:35]=[CH:34][C:33]([NH2:36])=[CH:32][CH:31]=2)[CH2:29][CH2:28][O:27][CH2:26][CH2:25]1.CN(C(ON1N=NC2C=CC=NC1=2)=[N+](C)C)C.F[P-](F)(F)(F)(F)F.C(N(C(C)C)CC)(C)C.C([O-])(O)=O.[Na+]. (3) Given the product [Cl:1][C:2]1[CH:7]=[CH:6][C:5]([O:8][C:9](=[O:26])[N:10]([CH3:11])[CH2:12][C@H:13]2[CH2:18][CH2:17][C@H:16]([CH2:19][O:20][CH2:21][CH2:22][CH2:23][CH2:24][N:27]3[CH2:31][CH2:30][CH2:29][CH2:28]3)[CH2:15][CH2:14]2)=[CH:4][CH:3]=1, predict the reactants needed to synthesize it. The reactants are: [Cl:1][C:2]1[CH:7]=[CH:6][C:5]([O:8][C:9](=[O:26])[N:10]([CH2:12][C@H:13]2[CH2:18][CH2:17][C@H:16]([CH2:19][O:20][CH2:21][CH2:22][CH2:23][CH2:24]Br)[CH2:15][CH2:14]2)[CH3:11])=[CH:4][CH:3]=1.[NH:27]1[CH2:31][CH2:30][CH2:29][CH2:28]1. (4) Given the product [CH:1]1([C:7]2[C:8]3[CH:9]=[CH:10][C:11]([C:33]([O:35][CH3:36])=[O:34])=[CH:12][C:13]=3[N:14]3[C:21]=2[C:20]2[CH:22]=[CH:23][C:24]([F:26])=[CH:25][C:19]=2[O:18][CH2:17][CH:16]([N:27]([CH2:28][CH2:29][N:30]([CH3:32])[CH3:31])[CH3:39])[CH2:15]3)[CH2:2][CH2:3][CH2:4][CH2:5][CH2:6]1, predict the reactants needed to synthesize it. The reactants are: [CH:1]1([C:7]2[C:8]3[CH:9]=[CH:10][C:11]([C:33]([O:35][CH3:36])=[O:34])=[CH:12][C:13]=3[N:14]3[C:21]=2[C:20]2[CH:22]=[CH:23][C:24]([F:26])=[CH:25][C:19]=2[O:18][CH2:17][CH:16]([NH:27][CH2:28][CH2:29][N:30]([CH3:32])[CH3:31])[CH2:15]3)[CH2:6][CH2:5][CH2:4][CH2:3][CH2:2]1.C=O.[CH3:39]C(O)=O.C([BH3-])#N.[Na+].[OH-].[Na+]. (5) Given the product [NH:44]1[CH:43]=[CH:42][N:41]=[C:40]1[C:38]1[S:39][C:27]2[C:28]([N:31]3[CH2:32][CH2:33][O:34][CH2:35][CH2:36]3)=[CH:29][CH:30]=[C:25]([O:24][CH3:23])[C:26]=2[N:37]=1, predict the reactants needed to synthesize it. The reactants are: COC1C=CC(P2(SP(C3C=CC(OC)=CC=3)(=S)S2)=S)=CC=1.[CH3:23][O:24][C:25]1[CH:30]=[CH:29][C:28]([N:31]2[CH2:36][CH2:35][O:34][CH2:33][CH2:32]2)=[CH:27][C:26]=1[NH:37][C:38]([C:40]1[NH:41][CH:42]=[CH:43][N:44]=1)=[S:39].[OH-].[K+]. (6) Given the product [CH2:54]([CH:53]([CH2:68][CH2:69][CH2:70][CH2:71][CH2:74][CH2:75][CH2:76][CH2:39][CH2:38][CH3:37])[C:52]([OH:65])=[O:64])[CH2:55][CH2:56][CH2:57][CH2:58][CH2:59][CH2:60][CH2:61][CH2:62][CH2:63][CH2:83][CH3:84].[OH:36][CH2:37][CH:38]([CH2:39][OH:40])[OH:41].[OH:36][CH2:37][CH:38]([CH2:39][OH:40])[OH:41].[OH:36][CH2:37][CH:38]([CH2:39][OH:40])[OH:41].[OH:36][CH2:37][CH:38]([CH2:39][OH:40])[OH:41].[OH:36][CH2:37][CH:38]([CH2:39][OH:40])[OH:41].[OH:36][CH2:37][CH:38]([CH2:39][OH:40])[OH:41].[OH:36][CH2:37][CH:38]([CH2:39][OH:40])[OH:41].[OH:36][CH2:37][CH:38]([CH2:39][OH:40])[OH:41].[OH:36][CH2:37][CH:38]([CH2:39][OH:40])[OH:41].[OH:36][CH2:37][CH:38]([CH2:39][OH:40])[OH:41], predict the reactants needed to synthesize it. The reactants are: C(O)C(O)C[O:36][CH2:37][CH:38]([OH:41])[CH2:39][O:40]CC(O)C[O:36][CH2:37][CH:38]([OH:41])[CH2:39][O:40]CC(O)C[O:36][CH2:37][CH:38]([OH:41])[CH2:39][O:40]CC(O)C[O:36][CH2:37][CH:38]([OH:41])[CH2:39][O:40]CC(O)C[O:36][CH2:37][CH:38]([OH:41])[CH2:39][OH:40].[C:52]([OH:65])(=[O:64])[CH2:53][CH2:54][CH2:55][CH2:56][CH2:57][CH2:58][CH2:59][CH2:60][CH2:61][CH2:62][CH3:63].ON1[C:71](=O)[CH2:70][CH2:69][C:68]1=O.[CH3:74][CH:75](N=C=NC(C)C)[CH3:76].[CH2:83]1COC[CH2:84]1.